From a dataset of Catalyst prediction with 721,799 reactions and 888 catalyst types from USPTO. Predict which catalyst facilitates the given reaction. (1) Reactant: [N:1]1([C:12]([O:14][C:15]([CH3:18])([CH3:17])[CH3:16])=[O:13])[CH2:6][CH2:5][CH2:4][CH:3]([C:7]([O:9][CH2:10][CH3:11])=[O:8])[CH2:2]1.[Li+].CC([N-]C(C)C)C.Br[CH2:28][CH:29]=[C:30]([CH3:32])[CH3:31]. Product: [CH3:31][C:30]([CH3:32])=[CH:29][CH2:28][C:3]1([C:7]([O:9][CH2:10][CH3:11])=[O:8])[CH2:4][CH2:5][CH2:6][N:1]([C:12]([O:14][C:15]([CH3:17])([CH3:16])[CH3:18])=[O:13])[CH2:2]1. The catalyst class is: 1. (2) Reactant: C([O:5][C:6](=O)[NH:7][C:8]1([C:14](=[O:37])[NH:15][C:16]2[CH:21]=[CH:20][C:19]([C:22]3[CH:27]=[CH:26][CH:25]=[CH:24][C:23]=3[S:28](=[O:35])(=[O:34])[NH:29]C(C)(C)C)=[CH:18][C:17]=2[F:36])[CH2:13][CH2:12][O:11][CH2:10][CH2:9]1)(C)(C)C.C(O)(C(F)(F)F)=O.C(N(CC)CC)C.[Cl:53][C:54]1[CH:59]=[CH:58][C:57]([N:60]=C=O)=[CH:56][CH:55]=1. Product: [F:36][C:17]1[CH:18]=[C:19]([C:22]2[CH:27]=[CH:26][CH:25]=[CH:24][C:23]=2[S:28](=[O:34])(=[O:35])[NH2:29])[CH:20]=[CH:21][C:16]=1[NH:15][C:14]([C:8]1([NH:7][C:6]([NH:60][C:57]2[CH:58]=[CH:59][C:54]([Cl:53])=[CH:55][CH:56]=2)=[O:5])[CH2:9][CH2:10][O:11][CH2:12][CH2:13]1)=[O:37]. The catalyst class is: 1. (3) Reactant: CN(C)[CH:3]=[CH:4][C:5]([C:7]1[S:11][C:10]([N:12]=CN(C)C)=[N:9][C:8]=1[CH3:17])=O.[N+]([O-])(O)=O.[CH3:23][S:24]([C:27]1[CH:32]=[CH:31][C:30]([NH:33][C:34]([NH2:36])=[NH:35])=[CH:29][CH:28]=1)(=[O:26])=[O:25]. Product: [NH2:12][C:10]1[S:11][C:7]([C:5]2[CH:4]=[CH:3][N:36]=[C:34]([NH:33][C:30]3[CH:29]=[CH:28][C:27]([S:24]([CH3:23])(=[O:25])=[O:26])=[CH:32][CH:31]=3)[N:35]=2)=[C:8]([CH3:17])[N:9]=1. The catalyst class is: 23. (4) Reactant: C(OC([N:8]1[CH2:13][CH2:12][N:11]([C:14](=[O:27])[CH2:15][CH2:16][C:17]2[C:25]3[C:24](=[O:26])[CH2:23][CH2:22][CH2:21][C:20]=3[NH:19][CH:18]=2)[CH2:10][CH2:9]1)=O)(C)(C)C.FC(F)(F)C(O)=O. Product: [O:27]=[C:14]([N:11]1[CH2:10][CH2:9][NH:8][CH2:13][CH2:12]1)[CH2:15][CH2:16][C:17]1[C:25]2[C:24](=[O:26])[CH2:23][CH2:22][CH2:21][C:20]=2[NH:19][CH:18]=1. The catalyst class is: 4. (5) Reactant: [N+:1]([C:4]1[CH:5]=[C:6]([S:10](Cl)(=[O:12])=[O:11])[CH:7]=[CH:8][CH:9]=1)([O-:3])=[O:2].[NH3:14].C(=O)([O-])[O-].[NH4+].[NH4+]. Product: [N+:1]([C:4]1[CH:5]=[C:6]([S:10]([NH2:14])(=[O:12])=[O:11])[CH:7]=[CH:8][CH:9]=1)([O-:3])=[O:2]. The catalyst class is: 10. (6) Reactant: [Br:1][C:2]1[CH:3]=[C:4]2[C:8](=[C:9]([CH3:11])[CH:10]=1)[NH:7]C(=O)[C:5]2=[O:13].[Cl-].[Na+].[OH-:16].[Na+].OO. Product: [NH2:7][C:8]1[C:9]([CH3:11])=[CH:10][C:2]([Br:1])=[CH:3][C:4]=1[C:5]([OH:13])=[O:16]. The catalyst class is: 6. (7) Reactant: [O:1]1[C:5]2[CH:6]=[CH:7][C:8]([C:10]3[S:11][CH:12]=[C:13]([C:15]([OH:17])=O)[N:14]=3)=[CH:9][C:4]=2[CH2:3][CH2:2]1.[NH:18]1[C:22]([NH2:23])=[N:21][CH:20]=[N:19]1.F[P-](F)(F)(F)(F)F.[N:31]1(OC(N(C)C)=[N+](C)C)[C:35]2C=[CH:37][CH:38]=[CH:39][C:34]=2N=N1. Product: [O:1]1[C:5]2[CH:6]=[CH:7][C:8]([C:10]3[S:11][CH:12]=[C:13]([C:15]([NH:23][C:22]4[NH:18][N:19]=[C:20]([C:34]5[CH:35]=[N:31][CH:37]=[CH:38][CH:39]=5)[N:21]=4)=[O:17])[N:14]=3)=[CH:9][C:4]=2[CH2:3][CH2:2]1. The catalyst class is: 17. (8) Reactant: [Cl:1][C:2]1[CH:3]=[CH:4][C:5]([F:28])=[C:6]([C:8]2[N:17]=[C:16]([NH:18][C:19]3[C:24]([C:25]([OH:27])=O)=[CH:23][N:22]=[CH:21][CH:20]=3)[C:15]3[CH2:14][CH2:13][CH2:12][CH2:11][C:10]=3[N:9]=2)[CH:7]=1.C(N(CC)CC)C.[CH:36]1([NH2:39])[CH2:38][CH2:37]1.C1CN([P+](Br)(N2CCCC2)N2CCCC2)CC1.F[P-](F)(F)(F)(F)F. Product: [Cl:1][C:2]1[CH:3]=[CH:4][C:5]([F:28])=[C:6]([C:8]2[N:17]=[C:16]([NH:18][C:19]3[C:24]([C:25]([NH:39][CH:36]4[CH2:38][CH2:37]4)=[O:27])=[CH:23][N:22]=[CH:21][CH:20]=3)[C:15]3[CH2:14][CH2:13][CH2:12][CH2:11][C:10]=3[N:9]=2)[CH:7]=1. The catalyst class is: 3. (9) Reactant: [Cl:1][C:2]1[CH:3]=[C:4]([S:8]([C:11]2[S:15][C:14]([CH2:16][N:17](C)[C:18](=O)OC(C)(C)C)=[N:13][C:12]=2[C:26]2[C:27]([F:32])=[N:28][CH:29]=[CH:30][CH:31]=2)(=[O:10])=[O:9])[CH:5]=[CH:6][CH:7]=1.C(OCC)(=O)C.Cl. Product: [ClH:1].[Cl:1][C:2]1[CH:3]=[C:4]([S:8]([C:11]2[S:15][C:14]([CH2:16][NH:17][CH3:18])=[N:13][C:12]=2[C:26]2[C:27]([F:32])=[N:28][CH:29]=[CH:30][CH:31]=2)(=[O:9])=[O:10])[CH:5]=[CH:6][CH:7]=1. The catalyst class is: 8. (10) Reactant: [CH:1]([OH:14])([C:8]1[CH:13]=[CH:12][CH:11]=[CH:10]C=1)C1C=CC=CC=1.[C:15]1(=[O:21])[CH2:20][CH2:19][CH2:18][CH2:17][CH2:16]1.ON1C(=O)C2=CC=CC=C2C1=O.N(C(C)(C)C#N)=NC(C)(C)C#N.O=O. Product: [C:1]1(=[O:14])[O:21][CH2:10][CH2:11][CH2:12][CH2:13][CH2:8]1.[C:15]1(=[O:21])[CH2:20][CH2:19][CH2:18][CH2:17][CH2:16]1. The catalyst class is: 10.